From a dataset of Forward reaction prediction with 1.9M reactions from USPTO patents (1976-2016). Predict the product of the given reaction. (1) Given the reactants [CH:1]1([C:7]2[CH:25]=[CH:24][C:10]([CH2:11][NH:12][C:13]3[CH:22]=[CH:21][C:16]([C:17]([O:19][CH3:20])=[O:18])=[C:15]([OH:23])[CH:14]=3)=[CH:9][CH:8]=2)[CH2:6][CH2:5][CH2:4][CH2:3][CH2:2]1.[O:26]([C:33]1[CH:41]=[CH:40][C:36]([C:37](Cl)=[O:38])=[CH:35][CH:34]=1)[C:27]1[CH:32]=[CH:31][CH:30]=[CH:29][CH:28]=1, predict the reaction product. The product is: [CH:1]1([C:7]2[CH:25]=[CH:24][C:10]([CH2:11][N:12]([C:13]3[CH:22]=[CH:21][C:16]([C:17]([O:19][CH3:20])=[O:18])=[C:15]([OH:23])[CH:14]=3)[C:37](=[O:38])[C:36]3[CH:35]=[CH:34][C:33]([O:26][C:27]4[CH:32]=[CH:31][CH:30]=[CH:29][CH:28]=4)=[CH:41][CH:40]=3)=[CH:9][CH:8]=2)[CH2:6][CH2:5][CH2:4][CH2:3][CH2:2]1. (2) Given the reactants [Br:1][C:2]1[CH:3]=[CH:4][C:5]2[S:9](=[O:11])(=[O:10])[NH:8][CH:7]([CH3:12])[C:6]=2[CH:13]=1.Cl[CH2:15][C@@H:16]1[CH2:20][O:19][C:18]([CH3:22])([CH3:21])[O:17]1.C([O-])([O-])=O.[K+].[K+].O, predict the reaction product. The product is: [Br:1][C:2]1[CH:3]=[CH:4][C:5]2[S:9](=[O:10])(=[O:11])[N:8]([CH2:15][C@@H:16]3[CH2:20][O:19][C:18]([CH3:22])([CH3:21])[O:17]3)[CH:7]([CH3:12])[C:6]=2[CH:13]=1.